From a dataset of CYP1A2 inhibition data for predicting drug metabolism from PubChem BioAssay. Regression/Classification. Given a drug SMILES string, predict its absorption, distribution, metabolism, or excretion properties. Task type varies by dataset: regression for continuous measurements (e.g., permeability, clearance, half-life) or binary classification for categorical outcomes (e.g., BBB penetration, CYP inhibition). Dataset: cyp1a2_veith. (1) The compound is CCCn1nc(Oc2nc(NCC)nc(NC(C)C)n2)ccc1=O. The result is 0 (non-inhibitor). (2) The result is 1 (inhibitor). The molecule is Cc1cccc(CNc2cc(-c3ccccc3C)ncn2)c1. (3) The molecule is O=c1ccc(NS(=O)(=O)c2ccccc2)cn1Cc1ccc(Cl)c(Cl)c1. The result is 0 (non-inhibitor). (4) The molecule is C=CCNS(=O)(=O)c1cccc2cc(C(=O)O)c(O)cc12. The result is 1 (inhibitor). (5) The molecule is CC(NC(=O)Cn1cnc([N+](=O)[O-])n1)c1ccccc1. The result is 0 (non-inhibitor). (6) The compound is CN(Cc1ccco1)c1ncnc2ccc(-c3cccnc3)cc12. The result is 1 (inhibitor). (7) The drug is O=C(N/N=C/c1c[nH]c2ccccc12)c1ccn(Cc2ccc(Cl)cc2Cl)n1. The result is 1 (inhibitor). (8) The molecule is Cc1noc(C)c1C(=O)N1CCC2(CC1)CN(c1ccccn1)C2. The result is 0 (non-inhibitor). (9) The molecule is CCCn1c(-c2ccccc2)nc2c(=O)n(C)c(=O)[nH]c21. The result is 0 (non-inhibitor).